Dataset: Reaction yield outcomes from USPTO patents with 853,638 reactions. Task: Predict the reaction yield, written as a fraction of the theoretical maximum amount of product (1.0 means a 100% yield; for example, 0.34 means a 34% yield). (1) The reactants are [Cl:1][C:2]1[CH:3]=[C:4]([NH:9][C:10]2[C:19]3[C:14](=[CH:15][C:16]([O:22][CH:23]4[CH2:37][C@@H:26]5[CH2:27][N:28](C(OC(C)(C)C)=O)[CH2:29][C@@H:25]5[CH2:24]4)=[C:17]([O:20][CH3:21])[CH:18]=3)[N:13]=[CH:12][N:11]=2)[CH:5]=[CH:6][C:7]=1[Cl:8].Cl. The catalyst is CO.O1CCOCC1. The product is [ClH:1].[Cl:1][C:2]1[CH:3]=[C:4]([NH:9][C:10]2[C:19]3[C:14](=[CH:15][C:16]([O:22][CH:23]4[CH2:37][C@@H:26]5[CH2:27][NH:28][CH2:29][C@@H:25]5[CH2:24]4)=[C:17]([O:20][CH3:21])[CH:18]=3)[N:13]=[CH:12][N:11]=2)[CH:5]=[CH:6][C:7]=1[Cl:8]. The yield is 1.00. (2) The reactants are [NH2:1][C:2]1[CH:3]=[CH:4][C:5]([OH:25])=[C:6]([CH:24]=1)[C:7]([NH:9][C:10]1[CH:15]=[C:14]([C:16]([F:19])([F:18])[F:17])[CH:13]=[C:12]([C:20]([F:23])([F:22])[F:21])[CH:11]=1)=[O:8].[C:26]1([N:32]=[C:33]=[S:34])[CH:31]=[CH:30][CH:29]=[CH:28][CH:27]=1. No catalyst specified. The product is [F:23][C:20]([F:21])([F:22])[C:12]1[CH:11]=[C:10]([NH:9][C:7](=[O:8])[C:6]2[CH:24]=[C:2]([NH:1][C:33]([NH:32][C:26]3[CH:31]=[CH:30][CH:29]=[CH:28][CH:27]=3)=[S:34])[CH:3]=[CH:4][C:5]=2[OH:25])[CH:15]=[C:14]([C:16]([F:17])([F:18])[F:19])[CH:13]=1. The yield is 0.663.